From a dataset of Full USPTO retrosynthesis dataset with 1.9M reactions from patents (1976-2016). Predict the reactants needed to synthesize the given product. (1) Given the product [C:9]1([N:8]2[C:1]([C:2]3[CH:7]=[CH:6][CH:5]=[CH:4][CH:3]=3)=[CH:27][N:26]=[CH:25]2)[CH:14]=[CH:13][CH:12]=[CH:11][CH:10]=1, predict the reactants needed to synthesize it. The reactants are: [CH:1](=[N:8]/[C:9]1[CH:14]=[CH:13][CH:12]=[CH:11][CH:10]=1)\[C:2]1[CH:7]=[CH:6][CH:5]=[CH:4][CH:3]=1.CC1C=CC(S([CH2:25][N+:26]#[C-:27])(=O)=O)=CC=1.C(O[Na])(C)(C)C. (2) Given the product [CH2:12]([O:11][C:9]([C:3]1([C:4]([O:6][CH2:7][CH3:8])=[O:5])[CH2:2][O:1][C:18]([CH3:20])([CH3:19])[O:15][CH2:14]1)=[O:10])[CH3:13], predict the reactants needed to synthesize it. The reactants are: [OH:1][CH2:2][C:3]([CH2:14][OH:15])([C:9]([O:11][CH2:12][CH3:13])=[O:10])[C:4]([O:6][CH2:7][CH3:8])=[O:5].CO[C:18](OC)([CH3:20])[CH3:19].S(=O)(=O)(O)O.C(=O)([O-])[O-].[Na+].[Na+]. (3) Given the product [CH:1]1([N:5]2[CH2:11][CH2:10][C:9](=[O:12])[N:8]([CH3:13])[C:7]3[CH:14]=[N:15][C:16]([NH:18][C:19]4[CH:34]=[CH:33][CH:22]=[CH:21][C:20]=4[O:35][CH3:36])=[N:17][C:6]2=3)[CH2:4][CH2:3][CH2:2]1, predict the reactants needed to synthesize it. The reactants are: [CH:1]1([N:5]2[CH2:11][CH2:10][C:9](=[O:12])[N:8]([CH3:13])[C:7]3[CH:14]=[N:15][C:16]([NH:18][C:19]4[CH:34]=[CH:33][C:22](C(NC5CCN(C)CC5)=O)=[CH:21][C:20]=4[O:35][CH3:36])=[N:17][C:6]2=3)[CH2:4][CH2:3][CH2:2]1.Cl. (4) The reactants are: [CH:1]1([N:7]([CH:18]2[CH2:23][CH2:22][CH2:21][CH2:20][CH2:19]2)[C:8]([NH:10][C:11]2[S:12][C:13](C=O)=[CH:14][N:15]=2)=[O:9])[CH2:6][CH2:5][CH2:4][CH2:3][CH2:2]1.[C:24]([CH:29]=P(C1C=CC=CC=1)(C1C=CC=CC=1)C1C=CC=CC=1)([O:26][CH2:27][CH3:28])=[O:25].[CH2:49]1COCC1. Given the product [CH2:27]([O:26][C:24](=[O:25])[CH:29]=[CH:49][C:13]1[S:12][C:11]([NH:10][C:8]([N:7]([CH:18]2[CH2:19][CH2:20][CH2:21][CH2:22][CH2:23]2)[CH:1]2[CH2:2][CH2:3][CH2:4][CH2:5][CH2:6]2)=[O:9])=[N:15][CH:14]=1)[CH3:28], predict the reactants needed to synthesize it. (5) Given the product [F:39][C:2]([F:1])([F:40])[C:3]1[CH:4]=[C:5]([CH:32]=[C:33]([C:35]([F:38])([F:37])[F:36])[CH:34]=1)[CH2:6][N:7]([CH3:31])[C:8](=[O:30])[C:9]1[C:14]([C:15]2[CH:20]=[CH:19][CH:18]=[CH:17][C:16]=2[CH3:21])=[CH:13][C:12]([C:22]2[CH:27]=[CH:26][CH:25]=[CH:24][C:23]=2[OH:28])=[N:11][CH:10]=1, predict the reactants needed to synthesize it. The reactants are: [F:1][C:2]([F:40])([F:39])[C:3]1[CH:4]=[C:5]([CH:32]=[C:33]([C:35]([F:38])([F:37])[F:36])[CH:34]=1)[CH2:6][N:7]([CH3:31])[C:8](=[O:30])[C:9]1[C:14]([C:15]2[CH:20]=[CH:19][CH:18]=[CH:17][C:16]=2[CH3:21])=[CH:13][C:12]([C:22]2[CH:27]=[CH:26][CH:25]=[CH:24][C:23]=2[O:28]C)=[N:11][CH:10]=1.B(Br)(Br)Br.Cl.[OH-].[Na+]. (6) The reactants are: Cl[C:2]1[N:3]=[C:4]([NH:21][CH2:22][C:23]([F:26])([F:25])[F:24])[C:5]2[CH:10]=[CH:9][N:8]([S:11]([C:14]3[CH:19]=[CH:18][C:17]([CH3:20])=[CH:16][CH:15]=3)(=[O:13])=[O:12])[C:6]=2[N:7]=1.[NH2:27][C:28]1[CH:39]=[CH:38][C:31]([C:32]([NH:34][CH2:35][CH2:36][CH3:37])=[O:33])=[CH:30][CH:29]=1.C(=O)([O-])[O-].[K+].[K+]. Given the product [CH3:20][C:17]1[CH:18]=[CH:19][C:14]([S:11]([N:8]2[C:6]3[N:7]=[C:2]([NH:27][C:28]4[CH:29]=[CH:30][C:31]([C:32]([NH:34][CH2:35][CH2:36][CH3:37])=[O:33])=[CH:38][CH:39]=4)[N:3]=[C:4]([NH:21][CH2:22][C:23]([F:26])([F:25])[F:24])[C:5]=3[CH:10]=[CH:9]2)(=[O:13])=[O:12])=[CH:15][CH:16]=1, predict the reactants needed to synthesize it. (7) The reactants are: [N+:1]([C:4]1[CH:5]=[C:6]2[C:10](=[CH:11][CH:12]=1)[NH:9][C:8]([C:13]([O:15][C:16]([CH3:19])([CH3:18])[CH3:17])=[O:14])=[CH:7]2)([O-])=O. Given the product [NH2:1][C:4]1[CH:5]=[C:6]2[C:10](=[CH:11][CH:12]=1)[NH:9][C:8]([C:13]([O:15][C:16]([CH3:19])([CH3:18])[CH3:17])=[O:14])=[CH:7]2, predict the reactants needed to synthesize it. (8) Given the product [I:4][C:5]1[CH:12]=[CH:11][C:8]([CH:9]([OH:10])[CH3:1])=[C:7]([N+:13]([O-:15])=[O:14])[CH:6]=1, predict the reactants needed to synthesize it. The reactants are: [CH3:1][Zn]C.[I:4][C:5]1[CH:12]=[CH:11][C:8]([CH:9]=[O:10])=[C:7]([N+:13]([O-:15])=[O:14])[CH:6]=1. (9) Given the product [Cl:1][C:2]1[CH:3]=[CH:4][C:5]([N:15]2[CH:19]=[C:18]([C:20]([OH:23])([CH3:21])[CH3:22])[N:17]=[N:16]2)=[C:6]([C:8]2[N:13]=[CH:12][N:11]([C@@H:25]3[C:41]4[CH:42]=[C:37]([CH:38]=[CH:39][N:40]=4)[C:36]4[N:35]([CH:43]([F:44])[F:45])[N:34]=[CH:33][C:32]=4[NH:31][C:30](=[O:46])[C@H:29]([CH3:47])[CH2:28][CH2:27][CH2:26]3)[C:10](=[O:14])[CH:9]=2)[CH:7]=1, predict the reactants needed to synthesize it. The reactants are: [Cl:1][C:2]1[CH:3]=[CH:4][C:5]([N:15]2[CH:19]=[C:18]([C:20]([OH:23])([CH3:22])[CH3:21])[N:17]=[N:16]2)=[C:6]([C:8]2[N:13]=[CH:12][N:11]=[C:10]([OH:14])[CH:9]=2)[CH:7]=1.N[C@@H:25]1[C:41]2[CH:42]=[C:37]([CH:38]=[CH:39][N:40]=2)[C:36]2[N:35]([CH:43]([F:45])[F:44])[N:34]=[CH:33][C:32]=2[NH:31][C:30](=[O:46])[C@H:29]([CH3:47])[CH2:28][CH2:27][CH2:26]1.CN(C(ON1N=NC2C=CC=NC1=2)=[N+](C)C)C.F[P-](F)(F)(F)(F)F.C1CCN2C(=NCCC2)CC1.